This data is from Experimentally validated miRNA-target interactions with 360,000+ pairs, plus equal number of negative samples. The task is: Binary Classification. Given a miRNA mature sequence and a target amino acid sequence, predict their likelihood of interaction. (1) The miRNA is hsa-miR-1-3p with sequence UGGAAUGUAAAGAAGUAUGUAU. The protein sequence of the target gene is MADFLPSRSVLSVCFPGCLLTSGEAEQQRKSKEIDKCLSREKTYVKRLVKILLLGAGESGKSTFLKQMRIIHGQDFDQRAREEFRPTIYSNVIKGMRVLVDAREKLHIPWGDNSNQQHGDKMMSFDTRAPMAAQGMVETRVFLQYLPAIRALWADSGIQNAYDRRREFQLGESVKYFLDNLDKLGEPDYIPSQQDILLARRPTKGIHEYDFEIKNVPFKMVDVGGQRSERKRWFECFDSVTSILFLVSSSEFDQVLMEDRLTNRLTESLNIFETIVNNRVFSNVSIILFLNKTDLLEEKV.... Result: 1 (interaction). (2) The miRNA is hsa-miR-155-5p with sequence UUAAUGCUAAUCGUGAUAGGGGUU. The protein sequence of the target gene is MPSGSSAALALAAAPAPLPQPPPPPPPPPPPLPPPSGGPELEGDGLLLRERLAALGLDDPSPAEPGAPALRAPAAAAQGQARRAAELSPEERAPPGRPGAPEAAELELEEDEEEGEEAELDGDLLEEEELEEAEEEDRSSLLLLSPPAATASQTQQIPGGSLGSVLLPAARFDAREAAAAAAAAGVLYGGDDAQGMMAAMLSHAYGPGGCGAAAAALNGEQAALLRRKSVNTTECVPVPSSEHVAEIVGRQGCKIKALRAKTNTYIKTPVRGEEPIFVVTGRKEDVAMAKREILSAAEHF.... Result: 1 (interaction). (3) The miRNA is hsa-miR-3153 with sequence GGGGAAAGCGAGUAGGGACAUUU. The protein sequence of the target gene is MNGRADFREPNAEVPRPIPHIGPDYIPTEEERRVFAECNDESFWFRSVPLAATSMLITQGLISKGILSSHPKYGSIPKLILACIMGYFAGKLSYVKTCQEKFKKLENSPLGEALRSGQARRSSPPGHYYQKSKYDSSVSGQSSFVTSPAADNIEMLPHYEPIPFSSSMNESAPTGITDHIVQGPDPNLEESPKRKNITYEELRNKNRESYEVSLTQKTDPSVRPMHERVPKKEVKVNKYGDTWDE. Result: 0 (no interaction). (4) The miRNA is hsa-miR-3941 with sequence UUACACACAACUGAGGAUCAUA. The protein sequence of the target gene is MKLLTHNLLSSHVRGVGSRGFPLRLQATEVRICPVEFNPNFVARMIPKVEWSAFLEAADNLRLIQVPKGPVEGYEENEEFLRTMHHLLLEVEVIEGTLQCPESGRMFPISRGIPNMLLSEEETES. Result: 1 (interaction). (5) The miRNA is mmu-miR-5112 with sequence UAGCUCAGCGGGAGAGCAC. The protein sequence of the target gene is MTTPALLPLSGRRIPPLNLGPPSFPHHRATLRLSEKFILLLILSAFITLCFGAFFFLPDSSKHKRFDLGLEDVLIPHVDAGKGAKNPGVFLIHGPDEHRHREEEERLRNKIRADHEKALEEAKEKLRKSREEIRAEIQTEKNKVVQEMKIKENKPLPPVPIPNLVGIRGGDPEDNDIREKREKIKEMMKHAWDNYRTYGWGHNELRPIARKGHSPNIFGSSQMGATIVDALDTLYIMGLHDEFLDGQRWIEDNLDFSVNSEVSVFEVNIRFIGGLLAAYYLSGEEIFKIKAVQLAEKLLP.... Result: 0 (no interaction).